Dataset: Forward reaction prediction with 1.9M reactions from USPTO patents (1976-2016). Task: Predict the product of the given reaction. (1) Given the reactants [Br-].[F:2][C:3]1[CH:21]=[CH:20][C:6]([C:7](=[O:19])[CH2:8][N+:9]2[C:18]3[C:13](=[CH:14][CH:15]=[CH:16][CH:17]=3)[CH:12]=[CH:11][CH:10]=2)=[CH:5][CH:4]=1.[Cr](O[Cr]([O-])(=O)=O)([O-])(=O)=O.C(=O)(O)[O-].[Na+].[C:36](#[N:39])[CH:37]=[CH2:38], predict the reaction product. The product is: [C:36]([C:37]1[CH:38]=[C:8]([C:7](=[O:19])[C:6]2[CH:20]=[CH:21][C:3]([F:2])=[CH:4][CH:5]=2)[N:9]2[C:18]3[C:13](=[CH:14][CH:15]=[CH:16][CH:17]=3)[CH:12]=[CH:11][C:10]=12)#[N:39]. (2) Given the reactants [CH3:1][O:2][C:3]1[CH:11]=[C:10]2[C:6]([CH2:7][CH2:8][C:9]2=O)=[C:5]([CH3:13])[CH:4]=1.[C:14]([C:16]1[CH:21]=[CH:20][CH:19]=[CH:18][C:17]=1[Li])#[N:15].Cl.ClCCl, predict the reaction product. The product is: [CH3:1][O:2][C:3]1[CH:11]=[C:10]2[C:6](=[C:5]([CH3:13])[CH:4]=1)[CH2:7][CH:8]=[C:9]2[C:17]1[CH:18]=[CH:19][CH:20]=[CH:21][C:16]=1[C:14]#[N:15].